From a dataset of Reaction yield outcomes from USPTO patents with 853,638 reactions. Predict the reaction yield, written as a fraction of the theoretical maximum amount of product (1.0 means a 100% yield; for example, 0.34 means a 34% yield). (1) The reactants are [CH3:1][S:2]([O-:4])=[O:3].[Na+].Br[C:7]1[N:11]2[CH2:12][CH2:13][N:14]([CH3:31])[C:15]3([CH2:20][CH2:19][N:18]([C:21]([O:23][CH2:24][C:25]4[CH:30]=[CH:29][CH:28]=[CH:27][CH:26]=4)=[O:22])[CH2:17][CH2:16]3)[C:10]2=[CH:9][CH:8]=1. The catalyst is [Cu]I.CS(C)=O. The product is [CH3:31][N:14]1[C:15]2([CH2:16][CH2:17][N:18]([C:21]([O:23][CH2:24][C:25]3[CH:30]=[CH:29][CH:28]=[CH:27][CH:26]=3)=[O:22])[CH2:19][CH2:20]2)[C:10]2=[CH:9][CH:8]=[C:7]([S:2]([CH3:1])(=[O:4])=[O:3])[N:11]2[CH2:12][CH2:13]1. The yield is 0.520. (2) The reactants are CO[C:3](=[O:25])[C:4]1[CH:9]=[CH:8][C:7]([O:10][CH2:11][C:12]2[C:13]([C:18]3[CH:23]=[CH:22][C:21]([Cl:24])=[CH:20][N:19]=3)=[N:14][O:15][C:16]=2[CH3:17])=[N:6][CH:5]=1.[NH:26]1[CH2:31][CH2:30][S:29][CH2:28][CH2:27]1. No catalyst specified. The product is [Cl:24][C:21]1[CH:22]=[CH:23][C:18]([C:13]2[C:12]([CH2:11][O:10][C:7]3[N:6]=[CH:5][C:4]([C:3]([N:26]4[CH2:31][CH2:30][S:29][CH2:28][CH2:27]4)=[O:25])=[CH:9][CH:8]=3)=[C:16]([CH3:17])[O:15][N:14]=2)=[N:19][CH:20]=1. The yield is 0.590. (3) The reactants are [C:1]([C:5]1[CH:33]=[CH:32][C:8]([C:9]([NH:11][C@@H:12]([CH2:16][C:17]2[CH:22]=[CH:21][C:20](B3OC(C)(C)C(C)(C)O3)=[CH:19][CH:18]=2)[C:13]([O-:15])=[O:14])=[O:10])=[CH:7][CH:6]=1)([CH3:4])([CH3:3])[CH3:2].[Br:34][C:35]1[CH:36]=[N:37][C:38](I)=[N:39][CH:40]=1. The catalyst is C1C=CC(P(C2C=CC=CC=2)[C-]2C=CC=C2)=CC=1.C1C=CC(P(C2C=CC=CC=2)[C-]2C=CC=C2)=CC=1.Cl[Pd]Cl.[Fe+2].C(#N)C.C1COCC1.O. The product is [Br:34][C:35]1[CH:36]=[N:37][C:38]([C:20]2[CH:19]=[CH:18][C:17]([CH2:16][C@H:12]([NH:11][C:9](=[O:10])[C:8]3[CH:32]=[CH:33][C:5]([C:1]([CH3:3])([CH3:2])[CH3:4])=[CH:6][CH:7]=3)[C:13]([O:15][C:1]([CH3:4])([CH3:3])[CH3:2])=[O:14])=[CH:22][CH:21]=2)=[N:39][CH:40]=1. The yield is 0.580.